This data is from Forward reaction prediction with 1.9M reactions from USPTO patents (1976-2016). The task is: Predict the product of the given reaction. Given the reactants [CH:1](NC(C)C)(C)C.C([Li])CCC.[Cl:13][C:14]1[CH:15]=[N:16][CH:17]=[C:18]([Cl:20])[CH:19]=1.CI, predict the reaction product. The product is: [Cl:13][C:14]1[C:15]([CH3:1])=[N:16][CH:17]=[C:18]([Cl:20])[CH:19]=1.